Task: Regression. Given a peptide amino acid sequence and an MHC pseudo amino acid sequence, predict their binding affinity value. This is MHC class I binding data.. Dataset: Peptide-MHC class I binding affinity with 185,985 pairs from IEDB/IMGT (1) The peptide sequence is TEGEGRVIL. The MHC is HLA-B58:01 with pseudo-sequence HLA-B58:01. The binding affinity (normalized) is 0.0847. (2) The peptide sequence is SLRLSCAASGF. The MHC is Mamu-B17 with pseudo-sequence Mamu-B17. The binding affinity (normalized) is 0. (3) The peptide sequence is LNWFEIWIV. The MHC is HLA-B18:01 with pseudo-sequence HLA-B18:01. The binding affinity (normalized) is 0.0847. (4) The peptide sequence is MVRVLTVIKEY. The MHC is HLA-B44:03 with pseudo-sequence HLA-B44:03. The binding affinity (normalized) is 0.0847. (5) The peptide sequence is YPLTFGWCY. The MHC is HLA-A02:06 with pseudo-sequence HLA-A02:06. The binding affinity (normalized) is 0. (6) The peptide sequence is FSFEIALLK. The MHC is HLA-B08:03 with pseudo-sequence HLA-B08:03. The binding affinity (normalized) is 0.0847. (7) The peptide sequence is FLEPGPVTA. The MHC is HLA-A02:01 with pseudo-sequence HLA-A02:01. The binding affinity (normalized) is 0.553.